From a dataset of Catalyst prediction with 721,799 reactions and 888 catalyst types from USPTO. Predict which catalyst facilitates the given reaction. (1) Reactant: [C:1]([C:5]1[CH:13]=[CH:12][CH:11]=[CH:10][C:6]=1[C:7](Cl)=[O:8])([CH3:4])([CH3:3])[CH3:2].[CH2:14]([NH2:16])[CH3:15]. Product: [C:1]([C:5]1[CH:13]=[CH:12][CH:11]=[CH:10][C:6]=1[C:7]([NH:16][CH2:14][CH3:15])=[O:8])([CH3:4])([CH3:3])[CH3:2]. The catalyst class is: 6. (2) Reactant: [CH:1]1[CH:10]=[C:9]2[C:11]([O:13][C:14](=[O:15])[C:7]3=[C:8]2[C:3](=[CH:4][C:5]([N+:16]([O-:18])=[O:17])=[CH:6]3)[CH:2]=1)=O.[NH2:19][CH2:20][CH2:21][CH2:22][C:23]([OH:25])=[O:24].C([O-])(=O)C.[Na+]. Product: [N+:16]([C:5]1[CH:4]=[C:3]2[CH:2]=[CH:1][CH:10]=[C:9]3[C:8]2=[C:7]([CH:6]=1)[C:14](=[O:15])[N:19]([CH2:20][CH2:21][CH2:22][C:23]([OH:25])=[O:24])[C:11]3=[O:13])([O-:18])=[O:17]. The catalyst class is: 15. (3) Reactant: [CH3:1][C:2]1[C:6]([C:7]2[CH:16]=[C:15]3[C:10]([C:11]([NH:20][CH2:21][C:22]4[S:26][C:25]([CH3:27])=[N:24][C:23]=4[CH3:28])=[C:12]([N+:17]([O-])=O)[CH:13]=[N:14]3)=[CH:9][C:8]=2[O:29][CH3:30])=[C:5]([CH3:31])[O:4][N:3]=1.Cl.O.O.[Sn](Cl)Cl.[OH-].[Na+]. Product: [CH3:1][C:2]1[C:6]([C:7]2[CH:16]=[C:15]3[C:10]([C:11]([NH:20][CH2:21][C:22]4[S:26][C:25]([CH3:27])=[N:24][C:23]=4[CH3:28])=[C:12]([NH2:17])[CH:13]=[N:14]3)=[CH:9][C:8]=2[O:29][CH3:30])=[C:5]([CH3:31])[O:4][N:3]=1. The catalyst class is: 40. (4) Reactant: [CH2:1]([O:8][N:9]([C:21](=[O:28])[CH2:22][C:23]([O:25][CH2:26][CH3:27])=[O:24])[C:10]1[N:20]=[CH:19][CH:18]=[CH:17][C:11]=1[C:12]([O:14]CC)=O)[C:2]1[CH:7]=[CH:6][CH:5]=[CH:4][CH:3]=1.[O-]CC.[Na+]. Product: [CH2:1]([O:8][N:9]1[C:10]2[C:11](=[CH:17][CH:18]=[CH:19][N:20]=2)[C:12]([OH:14])=[C:22]([C:23]([O:25][CH2:26][CH3:27])=[O:24])[C:21]1=[O:28])[C:2]1[CH:7]=[CH:6][CH:5]=[CH:4][CH:3]=1. The catalyst class is: 8. (5) Reactant: [CH2:1]([N:5]1[C:9]([C@@H:10]([NH:15]N2CCC[C@@H]2COCC)[CH2:11][CH2:12][CH2:13][CH3:14])=[CH:8][N:7]=[C:6]1[C:25]1[CH:30]=[CH:29][CH:28]=[CH:27][CH:26]=1)[CH2:2][CH2:3][CH3:4].B.C1COCC1.Cl. Product: [CH2:1]([N:5]1[C:9]([C@H:10]([NH2:15])[CH2:11][CH2:12][CH2:13][CH3:14])=[CH:8][N:7]=[C:6]1[C:25]1[CH:26]=[CH:27][CH:28]=[CH:29][CH:30]=1)[CH2:2][CH2:3][CH3:4]. The catalyst class is: 1. (6) Reactant: Br[C:2]1[CH:3]=[C:4]([C:8]([CH:20]2[CH2:24][CH2:23][CH2:22][CH2:21]2)([CH3:19])[C:9]([O:11][CH:12]2[CH2:17][CH2:16][N:15]([CH3:18])[CH2:14][CH2:13]2)=[O:10])[CH:5]=[CH:6][CH:7]=1.[CH3:25][S-:26].[Na+].C(N(CC)C(C)C)(C)C. Product: [CH3:25][S:26][C:2]1[CH:3]=[C:4]([C:8]([CH:20]2[CH2:24][CH2:23][CH2:22][CH2:21]2)([CH3:19])[C:9]([O:11][CH:12]2[CH2:17][CH2:16][N:15]([CH3:18])[CH2:14][CH2:13]2)=[O:10])[CH:5]=[CH:6][CH:7]=1. The catalyst class is: 62. (7) Reactant: [F:1][C:2]1[CH:7]=[CH:6][C:5]([C:8]2[CH:13]=[CH:12][CH:11]=[C:10]([S:14](Cl)(=[O:16])=[O:15])[CH:9]=2)=[CH:4][CH:3]=1.[CH3:18][NH:19][C:20]1[CH:25]=[CH:24][C:23]([N+:26]([O-:28])=[O:27])=[CH:22][CH:21]=1.N1C=CC=CC=1. Product: [CH3:18][N:19]([C:20]1[CH:21]=[CH:22][C:23]([N+:26]([O-:28])=[O:27])=[CH:24][CH:25]=1)[S:14]([C:10]1[CH:9]=[C:8]([C:5]2[CH:6]=[CH:7][C:2]([F:1])=[CH:3][CH:4]=2)[CH:13]=[CH:12][CH:11]=1)(=[O:16])=[O:15]. The catalyst class is: 2. (8) Product: [CH3:16][C:4]1[CH:5]=[C:6]([O:8][CH2:9][CH2:10][CH2:11][S:12]([CH3:15])(=[O:14])=[O:13])[CH:7]=[C:2]([CH3:1])[C:3]=1[C:17]1[CH:22]=[CH:21][CH:20]=[C:19]([CH2:23][O:24][C:25]2[CH:26]=[CH:27][C:28]([C:31]3([CH2:35][C:36]([O:38][CH2:39][CH3:40])=[O:37])[CH2:34][N:33]([S:12]([CH3:11])(=[O:14])=[O:13])[CH2:32]3)=[CH:29][CH:30]=2)[CH:18]=1. The catalyst class is: 2. Reactant: [CH3:1][C:2]1[CH:7]=[C:6]([O:8][CH2:9][CH2:10][CH2:11][S:12]([CH3:15])(=[O:14])=[O:13])[CH:5]=[C:4]([CH3:16])[C:3]=1[C:17]1[CH:22]=[CH:21][CH:20]=[C:19]([CH2:23][O:24][C:25]2[CH:30]=[CH:29][C:28]([C:31]3([CH2:35][C:36]([O:38][CH2:39][CH3:40])=[O:37])[CH2:34][NH:33][CH2:32]3)=[CH:27][CH:26]=2)[CH:18]=1.C(N(CC)CC)C. (9) Reactant: [F:1][C:2]1[CH:7]=[CH:6][C:5]([C:8]2[C:12]([C:13](O)=[O:14])=[C:11]([CH2:16][O:17][CH3:18])[O:10][N:9]=2)=[CH:4][CH:3]=1.S(Cl)([Cl:21])=O. Product: [F:1][C:2]1[CH:7]=[CH:6][C:5]([C:8]2[C:12]([C:13]([Cl:21])=[O:14])=[C:11]([CH2:16][O:17][CH3:18])[O:10][N:9]=2)=[CH:4][CH:3]=1. The catalyst class is: 3.